This data is from Cav3 T-type calcium channel HTS with 100,875 compounds. The task is: Binary Classification. Given a drug SMILES string, predict its activity (active/inactive) in a high-throughput screening assay against a specified biological target. (1) The drug is O1C(CNC(=O)c2nnn(C(c3ccccc3)C)c2)COc2c1cccc2. The result is 0 (inactive). (2) The molecule is S(CC(=O)NCCCC)c1sc(NC(=O)C)nn1. The result is 0 (inactive).